The task is: Predict the reactants needed to synthesize the given product.. This data is from Full USPTO retrosynthesis dataset with 1.9M reactions from patents (1976-2016). Given the product [CH:1]1([CH:7]([NH:24][C:25]2[CH:26]=[CH:27][C:28]([C:31]([N:33]([CH3:41])[CH2:34][CH2:35][C:36]([OH:38])=[O:37])=[O:32])=[CH:29][CH:30]=2)[C:9]2[C:10]([CH2:22][CH3:23])=[N:11][N:12]([C:14]3[CH:19]=[CH:18][C:17]([O:20][CH3:21])=[CH:16][CH:15]=3)[CH:13]=2)[CH2:6][CH2:5][CH2:4][CH2:3][CH2:2]1, predict the reactants needed to synthesize it. The reactants are: [CH:1]1([CH:7]([C:9]2[C:10]([CH2:22][CH3:23])=[N:11][N:12]([C:14]3[CH:19]=[CH:18][C:17]([O:20][CH3:21])=[CH:16][CH:15]=3)[CH:13]=2)O)[CH2:6][CH2:5][CH2:4][CH2:3][CH2:2]1.[NH2:24][C:25]1[CH:30]=[CH:29][C:28]([C:31]([N:33]([CH3:41])[CH2:34][CH2:35][C:36]([O:38]CC)=[O:37])=[O:32])=[CH:27][CH:26]=1.